Regression. Given two drug SMILES strings and cell line genomic features, predict the synergy score measuring deviation from expected non-interaction effect. From a dataset of NCI-60 drug combinations with 297,098 pairs across 59 cell lines. Synergy scores: CSS=37.7, Synergy_ZIP=1.87, Synergy_Bliss=2.98, Synergy_Loewe=-10.8, Synergy_HSA=4.28. Drug 1: CC1C(C(CC(O1)OC2CC(OC(C2O)C)OC3=CC4=CC5=C(C(=O)C(C(C5)C(C(=O)C(C(C)O)O)OC)OC6CC(C(C(O6)C)O)OC7CC(C(C(O7)C)O)OC8CC(C(C(O8)C)O)(C)O)C(=C4C(=C3C)O)O)O)O. Drug 2: CC1C(C(CC(O1)OC2CC(CC3=C2C(=C4C(=C3O)C(=O)C5=CC=CC=C5C4=O)O)(C(=O)C)O)N)O. Cell line: CCRF-CEM.